From a dataset of CYP3A4 inhibition data for predicting drug metabolism from PubChem BioAssay. Regression/Classification. Given a drug SMILES string, predict its absorption, distribution, metabolism, or excretion properties. Task type varies by dataset: regression for continuous measurements (e.g., permeability, clearance, half-life) or binary classification for categorical outcomes (e.g., BBB penetration, CYP inhibition). Dataset: cyp3a4_veith. The compound is Cc1cc(NC(=O)Nc2ccc(F)cc2)no1. The result is 0 (non-inhibitor).